Dataset: Full USPTO retrosynthesis dataset with 1.9M reactions from patents (1976-2016). Task: Predict the reactants needed to synthesize the given product. (1) Given the product [CH3:12][C:13]1[N:18]=[CH:17][C:16]([C:19]2([CH3:8])[CH2:20][O:21]2)=[CH:15][N:14]=1, predict the reactants needed to synthesize it. The reactants are: CS(C)=O.[H-].[Na+].[I-].[CH3:8][S+](C)C.[CH3:12][C:13]1[N:18]=[CH:17][C:16]([C:19](=[O:21])[CH3:20])=[CH:15][N:14]=1. (2) Given the product [ClH:32].[CH:1]([S:4]([C:7]1[CH:12]=[CH:11][C:10]([N+:13]([O-:15])=[O:14])=[CH:9][C:8]=1[CH:16]1[CH:20]([C:21]([O:23][CH3:24])=[O:22])[CH2:19][CH2:18][NH:17]1)(=[O:5])=[O:6])([CH3:3])[CH3:2], predict the reactants needed to synthesize it. The reactants are: [CH:1]([S:4]([C:7]1[CH:12]=[CH:11][C:10]([N+:13]([O-:15])=[O:14])=[CH:9][C:8]=1[CH:16]1[CH:20]([C:21]([O:23][CH3:24])=[O:22])[CH2:19][CH2:18][N:17]1C(OC(C)(C)C)=O)(=[O:6])=[O:5])([CH3:3])[CH3:2].[ClH:32]. (3) Given the product [C:1]([O:5][C:6](=[O:24])[N:7]([CH3:8])[CH:9]1[CH2:13][CH2:12][N:11]([C:14]2[CH:15]=[CH:16][C:17]3[N:18]([C:20]([C:28]4[CH:29]=[CH:30][N:25]=[CH:26][CH:27]=4)=[CH:21][N:22]=3)[N:19]=2)[CH2:10]1)([CH3:4])([CH3:3])[CH3:2], predict the reactants needed to synthesize it. The reactants are: [C:1]([O:5][C:6](=[O:24])[N:7]([CH:9]1[CH2:13][CH2:12][N:11]([C:14]2[CH:15]=[CH:16][C:17]3[N:18]([C:20](Br)=[CH:21][N:22]=3)[N:19]=2)[CH2:10]1)[CH3:8])([CH3:4])([CH3:3])[CH3:2].[N:25]1[CH:30]=[CH:29][C:28](B(O)O)=[CH:27][CH:26]=1.C([O-])([O-])=O.[K+].[K+]. (4) Given the product [NH2:10][CH2:9][C:8]([N:4]1[CH2:5][C@H:6]([OH:7])[C@@H:2]([OH:1])[C@H:3]1[CH2:19][C:20]1[CH:25]=[CH:24][C:23]([O:26][CH3:27])=[CH:22][CH:21]=1)=[O:18].[C:30]([OH:32])([C:29]([F:34])([F:33])[F:28])=[O:31], predict the reactants needed to synthesize it. The reactants are: [OH:1][C@@H:2]1[C@@H:6]([OH:7])[CH2:5][N:4]([C:8](=[O:18])[CH2:9][NH:10]C(=O)OC(C)(C)C)[C@@H:3]1[CH2:19][C:20]1[CH:25]=[CH:24][C:23]([O:26][CH3:27])=[CH:22][CH:21]=1.[F:28][C:29]([F:34])([F:33])[C:30]([OH:32])=[O:31]. (5) The reactants are: [C:1]([O-:4])([O-])=O.[K+].[K+].O1CCOCCOCCOCCOCCOCC1.[F:25][C:26]1[CH:31]=[C:30]([N+:32]([O-:34])=[O:33])[C:29]([F:35])=[CH:28][C:27]=1O.CI. Given the product [F:25][C:26]1[CH:31]=[C:30]([N+:32]([O-:34])=[O:33])[C:29]([F:35])=[CH:28][C:27]=1[O:4][CH3:1], predict the reactants needed to synthesize it. (6) Given the product [Cl:11][C:9]1[CH:10]=[C:2]2[C:3](=[CH:7][CH:8]=1)[C:4]([Cl:21])=[C:17]1[C:12]([CH2:13][CH2:14][CH2:15][CH2:16]1)=[N:1]2, predict the reactants needed to synthesize it. The reactants are: [NH2:1][C:2]1[CH:10]=[C:9]([Cl:11])[CH:8]=[CH:7][C:3]=1[C:4](O)=O.[C:12]1(=O)[CH2:17][CH2:16][CH2:15][CH2:14][CH2:13]1.P(Cl)(Cl)([Cl:21])=O. (7) Given the product [F:28][C:25]([F:27])([F:26])[C:22]1[CH:23]=[CH:24][C:19]([N:7]2[C:6](=[O:29])[C:5]3[C:9](=[CH:10][C:2]([C:54]4[C:59]([C:60]([F:63])([F:62])[F:61])=[CH:58][CH:57]=[CH:56][N:55]=4)=[CH:3][CH:4]=3)[N:8]2[CH2:11][O:12][CH2:13][CH2:14][Si:15]([CH3:17])([CH3:16])[CH3:18])=[CH:20][CH:21]=1, predict the reactants needed to synthesize it. The reactants are: Br[C:2]1[CH:10]=[C:9]2[C:5]([C:6](=[O:29])[N:7]([C:19]3[CH:24]=[CH:23][C:22]([C:25]([F:28])([F:27])[F:26])=[CH:21][CH:20]=3)[N:8]2[CH2:11][O:12][CH2:13][CH2:14][Si:15]([CH3:18])([CH3:17])[CH3:16])=[CH:4][CH:3]=1.B1(B2OC(C)(C)C(C)(C)O2)OC(C)(C)C(C)(C)O1.CC([O-])=O.[K+].Cl[C:54]1[C:59]([C:60]([F:63])([F:62])[F:61])=[CH:58][CH:57]=[CH:56][N:55]=1.C([O-])([O-])=O.[Na+].[Na+].